This data is from Drug-target binding data from BindingDB using IC50 measurements. The task is: Regression. Given a target protein amino acid sequence and a drug SMILES string, predict the binding affinity score between them. We predict pIC50 (pIC50 = -log10(IC50 in M); higher means more potent). Dataset: bindingdb_ic50. (1) The compound is Cc1ccc(NC(=O)Nc2cc(C(F)(F)F)ccc2F)cc1Nc1ccc2c(c1)NC(=O)/C2=C\c1ccc[nH]1. The target protein (Q61851) has sequence MVVPACVLVFCVAVVAGATSEPPGPEQRVVRRAAEVPGPEPSQQEQVAFGSGDTVELSCHPPGGAPTGPTVWAKDGTGLVASHRILVGPQRLQVLNASHEDAGVYSCQHRLTRRVLCHFSVRVTDAPSSGDDEDGEDVAEDTGAPYWTRPERMDKKLLAVPAANTVRFRCPAAGNPTPSISWLKNGKEFRGEHRIGGIKLRHQQWSLVMESVVPSDRGNYTCVVENKFGSIRQTYTLDVLERSPHRPILQAGLPANQTAILGSDVEFHCKVYSDAQPHIQWLKHVEVNGSKVGPDGTPYVTVLKTAGANTTDKELEVLSLHNVTFEDAGEYTCLAGNSIGFSHHSAWLVVLPAEEELMETDEAGSVYAGVLSYGVVFFLFILVVAAVILCRLRSPPKKGLGSPTVHKVSRFPLKRQVSLESNSSMNSNTPLVRIARLSSGEGPVLANVSELELPADPKWELSRTRLTLGKPLGEGCFGQVVMAEAIGIDKDRTAKPVTVA.... The pIC50 is 5.0. (2) The drug is OC[C@@H]1[C@H](O)[C@H](O)[C@@H](O)CN1C(=S)Nc1ccc(F)cc1. The target protein (P06280) has sequence MQLRNPELHLGCALALRFLALVSWDIPGARALDNGLARTPTMGWLHWERFMCNLDCQEEPDSCISEKLFMEMAELMVSEGWKDAGYEYLCIDDCWMAPQRDSEGRLQADPQRFPHGIRQLANYVHSKGLKLGIYADVGNKTCAGFPGSFGYYDIDAQTFADWGVDLLKFDGCYCDSLENLADGYKHMSLALNRTGRSIVYSCEWPLYMWPFQKPNYTEIRQYCNHWRNFADIDDSWKSIKSILDWTSFNQERIVDVAGPGGWNDPDMLVIGNFGLSWNQQVTQMALWAIMAAPLFMSNDLRHISPQAKALLQDKDVIAINQDPLGKQGYQLRQGDNFEVWERPLSGLAWAVAMINRQEIGGPRSYTIAVASLGKGVACNPACFITQLLPVKRKLGFYEWTSRLRSHINPTGTVLLQLENTMQMSLKDLL. The pIC50 is 6.5. (3) The compound is O=c1[nH]c(CN2CCN(c3cccc(O)c3)CC2)nc2ccccc12. The target protein sequence is AAPGLPPDPCGPDCAPPAPGLPQDPCGPDCAPPAPGLPRGPCGPDCAPPAPG. The pIC50 is 6.3. (4) The small molecule is CCCCCCCCCCCCC1=C[C@H](C(=O)O)[C@H]2C(=O)C(C(=O)OC)=C(CCCCCCCCCCCC)[C@H]2[C@H]1C(=O)OC. The target protein (P04053) has sequence MDPPRASHLSPRKKRPRQTGALMASSPQDIKFQDLVVFILEKKMGTTRRAFLMELARRKGFRVENELSDSVTHIVAENNSGSDVLEWLQAQKVQVSSQPELLDVSWLIECIRAGKPVEMTGKHQLVVRRDYSDSTNPGPPKTPPIAVQKISQYACQRRTTLNNCNQIFTDAFDILAENCEFRENEDSCVTFMRAASVLKSLPFTIISMKDTEGIPCLGSKVKGIIEEIIEDGESSEVKAVLNDERYQSFKLFTSVFGVGLKTSEKWFRMGFRTLSKVRSDKSLKFTRMQKAGFLYYEDLVSCVTRAEAEAVSVLVKEAVWAFLPDAFVTMTGGFRRGKKMGHDVDFLITSPGSTEDEEQLLQKVMNLWEKKGLLLYYDLVESTFEKLRLPSRKVDALDHFQKCFLIFKLPRQRVDSDQSSWQEGKTWKAIRVDLVLCPYERRAFALLGWTGSRQFERDLRRYATHERKMILDNHALYDKTKRIFLKAESEEEIFAHLGLD.... The pIC50 is 5.1.